This data is from Full USPTO retrosynthesis dataset with 1.9M reactions from patents (1976-2016). The task is: Predict the reactants needed to synthesize the given product. (1) Given the product [CH2:11]([S:9][C:3]1[CH:4]=[CH:5][C:6]([F:8])=[CH:7][C:2]=1[F:1])[CH3:12], predict the reactants needed to synthesize it. The reactants are: [F:1][C:2]1[CH:7]=[C:6]([F:8])[CH:5]=[CH:4][C:3]=1[SH:9].I[CH2:11][CH3:12].C(N(CC)CC)C. (2) Given the product [Cl:1][C:2]1[CH:17]=[C:16]([NH:18][C:19]2[C:20]3[N:27]([CH2:28][CH2:29][OH:30])[CH:26]=[CH:25][C:21]=3[N:22]=[CH:23][N:24]=2)[CH:15]=[CH:14][C:3]=1[O:4][C:5]1[CH:6]=[C:7]([CH:11]=[CH:12][CH:13]=1)[C:8]([NH:39][C:33]1([CH3:32])[CH2:38][CH2:37][CH2:36][CH2:35][CH2:34]1)=[O:10], predict the reactants needed to synthesize it. The reactants are: [Cl:1][C:2]1[CH:17]=[C:16]([NH:18][C:19]2[C:20]3[N:27]([CH2:28][CH2:29][OH:30])[CH:26]=[CH:25][C:21]=3[N:22]=[CH:23][N:24]=2)[CH:15]=[CH:14][C:3]=1[O:4][C:5]1[CH:6]=[C:7]([CH:11]=[CH:12][CH:13]=1)[C:8]([OH:10])=O.Cl.[CH3:32][C:33]1([NH2:39])[CH2:38][CH2:37][CH2:36][CH2:35][CH2:34]1.Cl.C(N=C=NCCCN(C)C)C.O.ON1C2C=CC=CC=2N=N1. (3) Given the product [OH:1][CH:2]([CH2:15][O:16][C:18]1[CH:23]=[CH:22][C:21]([S:24]([C:27]([F:29])([F:30])[F:28])(=[O:26])=[O:25])=[CH:20][C:19]=1[N+:31]([O-:33])=[O:32])[CH2:3][NH:4][C:5]1[CH:14]=[CH:13][C:8]([S:9]([NH2:12])(=[O:10])=[O:11])=[CH:7][CH:6]=1, predict the reactants needed to synthesize it. The reactants are: [OH:1][CH:2]([CH2:15][OH:16])[CH2:3][NH:4][C:5]1[CH:14]=[CH:13][C:8]([S:9]([NH2:12])(=[O:11])=[O:10])=[CH:7][CH:6]=1.Cl[C:18]1[CH:23]=[CH:22][C:21]([S:24]([C:27]([F:30])([F:29])[F:28])(=[O:26])=[O:25])=[CH:20][C:19]=1[N+:31]([O-:33])=[O:32].C(=O)([O-])[O-].[K+].[K+]. (4) Given the product [CH2:6]([O:8][CH2:9][C:10]1[N:11]([CH2:23][CH2:24][C:25]([NH2:5])=[O:27])[C:12]2[C:21]3[CH:20]=[CH:19][CH:18]=[CH:17][C:16]=3[N:15]=[CH:14][C:13]=2[N:22]=1)[CH3:7], predict the reactants needed to synthesize it. The reactants are: C([O-])(=O)C.[NH4+:5].[CH2:6]([O:8][CH2:9][C:10]1[N:11]([CH2:23][CH2:24][C:25]([O:27]CC)=O)[C:12]2[C:21]3[CH:20]=[CH:19][CH:18]=[CH:17][C:16]=3[N:15]=[CH:14][C:13]=2[N:22]=1)[CH3:7]. (5) Given the product [CH2:1]([NH:3][C:4](=[O:24])[NH:5][C:6]1[S:7][C:8]([C:12]2[CH:13]=[CH:14][C:15]([O:22][CH3:23])=[C:16]([S:18]([NH2:31])(=[O:20])=[O:19])[CH:17]=2)=[C:9]([CH3:11])[N:10]=1)[CH3:2], predict the reactants needed to synthesize it. The reactants are: [CH2:1]([NH:3][C:4](=[O:24])[NH:5][C:6]1[S:7][C:8]([C:12]2[CH:13]=[CH:14][C:15]([O:22][CH3:23])=[C:16]([S:18](Cl)(=[O:20])=[O:19])[CH:17]=2)=[C:9]([CH3:11])[N:10]=1)[CH3:2].C([O-])([O-])=O.[Na+].[Na+].[NH3:31].O.